This data is from CYP2C19 inhibition data for predicting drug metabolism from PubChem BioAssay. The task is: Regression/Classification. Given a drug SMILES string, predict its absorption, distribution, metabolism, or excretion properties. Task type varies by dataset: regression for continuous measurements (e.g., permeability, clearance, half-life) or binary classification for categorical outcomes (e.g., BBB penetration, CYP inhibition). Dataset: cyp2c19_veith. (1) The molecule is O=C(Nc1cccc(OC(=O)c2cccnc2)c1)c1cccnc1. The result is 0 (non-inhibitor). (2) The drug is COC(=O)/C=C\c1cc(O)ccc1O. The result is 1 (inhibitor).